Task: Predict the product of the given reaction.. Dataset: Forward reaction prediction with 1.9M reactions from USPTO patents (1976-2016) Given the reactants FC(F)(F)C(O)=O.[Cl:8][C:9]1[CH:14]=[CH:13][C:12]([N:15]([CH2:31][CH2:32][N:33]([CH2:36][CH3:37])[CH2:34][CH3:35])[C:16]([N:18]2[CH2:23][CH2:22][N:21]([C:24](OC(C)(C)C)=O)[CH2:20][CH2:19]2)=[O:17])=[CH:11][CH:10]=1.C(N(CC)C(C)C)(C)C.ClC1[C:49]2[C@H:56]([CH3:57])[CH2:55][CH2:54][C:50]=2[N:51]=[CH:52][N:53]=1, predict the reaction product. The product is: [Cl:8][C:9]1[CH:14]=[CH:13][C:12]([N:15]([CH2:31][CH2:32][N:33]([CH2:36][CH3:37])[CH2:34][CH3:35])[C:16]([N:18]2[CH2:19][CH2:20][N:21]([C:24]3[C:49]4[C@H:56]([CH3:57])[CH2:55][CH2:54][C:50]=4[N:51]=[CH:52][N:53]=3)[CH2:22][CH2:23]2)=[O:17])=[CH:11][CH:10]=1.